From a dataset of Catalyst prediction with 721,799 reactions and 888 catalyst types from USPTO. Predict which catalyst facilitates the given reaction. (1) Reactant: [CH3:1][O:2][C:3]1[CH:4]=[C:5]2[C:10](=[CH:11][C:12]=1[O:13][CH3:14])[N:9]=[CH:8][N:7]=[C:6]2[O:15][C:16]1[CH:22]=[CH:21][C:19]([NH2:20])=[C:18]([O:23][CH3:24])[CH:17]=1.C(N(CC)CC)C.ClC(Cl)(O[C:36](=[O:42])OC(Cl)(Cl)Cl)Cl.[CH2:44]([N:51]1[CH2:56][CH2:55][CH:54]([NH2:57])[CH2:53][CH2:52]1)[C:45]1[CH:50]=[CH:49][CH:48]=[CH:47][CH:46]=1. Product: [CH2:44]([N:51]1[CH2:56][CH2:55][CH:54]([NH:57][C:36]([NH:20][C:19]2[CH:21]=[CH:22][C:16]([O:15][C:6]3[C:5]4[C:10](=[CH:11][C:12]([O:13][CH3:14])=[C:3]([O:2][CH3:1])[CH:4]=4)[N:9]=[CH:8][N:7]=3)=[CH:17][C:18]=2[O:23][CH3:24])=[O:42])[CH2:53][CH2:52]1)[C:45]1[CH:46]=[CH:47][CH:48]=[CH:49][CH:50]=1. The catalyst class is: 146. (2) Reactant: [O:1]=[C:2]1[N:7]([CH2:8][C:9]([O:11]CC)=[O:10])[CH2:6][C:5]2([CH2:18][CH2:17][CH2:16][CH2:15][CH2:14]2)[N:4]([C:19]2[CH:24]=[CH:23][CH:22]=[CH:21][CH:20]=2)[CH2:3]1.[OH-].[Na+].O=C1NCC2(CCCCC2)N(C2C=CC=CC=2)C1CC(O)=O. Product: [O:1]=[C:2]1[N:7]([CH2:8][C:9]([OH:11])=[O:10])[CH2:6][C:5]2([CH2:14][CH2:15][CH2:16][CH2:17][CH2:18]2)[N:4]([C:19]2[CH:24]=[CH:23][CH:22]=[CH:21][CH:20]=2)[CH2:3]1. The catalyst class is: 7. (3) Reactant: [Si:1]([O:8][CH2:9][CH:10]1[CH2:15][CH2:14][CH2:13][N:12]([C:16]2[CH:27]=[CH:26][CH:25]=[CH:24][C:17]=2/[CH:18]=[CH:19]/[C:20]([O:22][CH3:23])=[O:21])[CH2:11]1)([C:4]([CH3:7])([CH3:6])[CH3:5])([CH3:3])[CH3:2].[H][H]. Product: [Si:1]([O:8][CH2:9][CH:10]1[CH2:15][CH2:14][CH2:13][N:12]([C:16]2[CH:27]=[CH:26][CH:25]=[CH:24][C:17]=2[CH2:18][CH2:19][C:20]([O:22][CH3:23])=[O:21])[CH2:11]1)([C:4]([CH3:7])([CH3:6])[CH3:5])([CH3:2])[CH3:3]. The catalyst class is: 19.